Dataset: Catalyst prediction with 721,799 reactions and 888 catalyst types from USPTO. Task: Predict which catalyst facilitates the given reaction. Reactant: [F:1][CH:2]([F:17])[O:3][C:4]1[CH:13]=[C:12]([N+:14]([O-:16])=[O:15])[CH:11]=[CH:10][C:5]=1[O:6][CH2:7][CH2:8][OH:9].N1C=CN=C1.[Si:23](Cl)([C:26]([CH3:29])([CH3:28])[CH3:27])([CH3:25])[CH3:24]. Product: [C:26]([Si:23]([O:9][CH2:8][CH2:7][O:6][C:5]1[CH:10]=[CH:11][C:12]([N+:14]([O-:16])=[O:15])=[CH:13][C:4]=1[O:3][CH:2]([F:17])[F:1])([CH3:25])[CH3:24])([CH3:29])([CH3:28])[CH3:27]. The catalyst class is: 4.